This data is from Peptide-MHC class II binding affinity with 134,281 pairs from IEDB. The task is: Regression. Given a peptide amino acid sequence and an MHC pseudo amino acid sequence, predict their binding affinity value. This is MHC class II binding data. (1) The peptide sequence is AQLHVGAKQENWNTS. The MHC is DRB1_1501 with pseudo-sequence DRB1_1501. The binding affinity (normalized) is 0. (2) The peptide sequence is AFKVAATAANAAKAN. The MHC is HLA-DPA10103-DPB10301 with pseudo-sequence HLA-DPA10103-DPB10301. The binding affinity (normalized) is 0.765. (3) The MHC is HLA-DPA10201-DPB10501 with pseudo-sequence HLA-DPA10201-DPB10501. The peptide sequence is RKLTELNAELSDK. The binding affinity (normalized) is 0.189. (4) The binding affinity (normalized) is 0.161. The MHC is HLA-DPA10301-DPB10402 with pseudo-sequence HLA-DPA10301-DPB10402. The peptide sequence is HVVIEAYTAAVELMP. (5) The peptide sequence is VWQHDRVEIIANDQG. The MHC is DRB5_0101 with pseudo-sequence DRB5_0101. The binding affinity (normalized) is 0.405. (6) The peptide sequence is RNFYFINRLTGYLRN. The MHC is DRB1_0802 with pseudo-sequence DRB1_0802. The binding affinity (normalized) is 0.527.